This data is from Catalyst prediction with 721,799 reactions and 888 catalyst types from USPTO. The task is: Predict which catalyst facilitates the given reaction. (1) Reactant: [CH:1]([Mg]Br)=[CH2:2].CO[C:7]1[C:16]2[C:11](=[CH:12][CH:13]=[CH:14][CH:15]=2)[CH:10]=[CH:9][C:8]=1[C:17]([OH:19])=[O:18].O.Cl. Product: [CH:1]([C:7]1[C:16]2[C:11](=[CH:12][CH:13]=[CH:14][CH:15]=2)[CH:10]=[CH:9][C:8]=1[C:17]([OH:19])=[O:18])=[CH2:2]. The catalyst class is: 1. (2) Reactant: [CH2:1]([O:3][CH2:4][C:5](Cl)=O)[CH3:2].[C:8]1([C:14]2[O:18][N:17]=[C:16]([CH2:19][NH:20][C:21]3[C:30]4[C:25](=[CH:26][CH:27]=[CH:28][CH:29]=4)[N:24]=[CH:23][C:22]=3[NH2:31])[CH:15]=2)[CH:13]=[CH:12][CH:11]=[CH:10][CH:9]=1.[OH-].[Na+]. Product: [CH2:1]([O:3][CH2:4][C:5]1[N:20]([CH2:19][C:16]2[CH:15]=[C:14]([C:8]3[CH:13]=[CH:12][CH:11]=[CH:10][CH:9]=3)[O:18][N:17]=2)[C:21]2[C:30]3[CH:29]=[CH:28][CH:27]=[CH:26][C:25]=3[N:24]=[CH:23][C:22]=2[N:31]=1)[CH3:2]. The catalyst class is: 10. (3) Reactant: [CH3:1][C:2]([O:5][C:6]([NH:8][CH:9](P(OC)(OC)=O)[C:10]([O:12][CH3:13])=[O:11])=[O:7])([CH3:4])[CH3:3].CN(C)C(N(C)C)=N.[C:28]([O:32][C:33]([NH:35][C:36]1[CH:41]=[CH:40][N:39]=[CH:38][C:37]=1[CH:42]=O)=[O:34])([CH3:31])([CH3:30])[CH3:29].O. Product: [CH3:13][O:12][C:10](=[O:11])[C:9]([NH:8][C:6]([O:5][C:2]([CH3:1])([CH3:3])[CH3:4])=[O:7])=[CH:42][C:37]1[CH:38]=[N:39][CH:40]=[CH:41][C:36]=1[NH:35][C:33]([O:32][C:28]([CH3:31])([CH3:30])[CH3:29])=[O:34]. The catalyst class is: 1. (4) Reactant: [CH2:1]([O:8][C:9]1[CH:18]=[CH:17][C:12]([C:13]([O:15]C)=[O:14])=[CH:11][C:10]=1[N:19]([CH2:24][CH2:25][N:26]1[CH2:31][CH2:30][O:29][CH2:28][CH2:27]1)[S:20]([CH3:23])(=[O:22])=[O:21])[C:2]1[CH:7]=[CH:6][CH:5]=[CH:4][CH:3]=1.[Li+].[OH-].Cl. Product: [CH2:1]([O:8][C:9]1[CH:18]=[CH:17][C:12]([C:13]([OH:15])=[O:14])=[CH:11][C:10]=1[N:19]([CH2:24][CH2:25][N:26]1[CH2:31][CH2:30][O:29][CH2:28][CH2:27]1)[S:20]([CH3:23])(=[O:22])=[O:21])[C:2]1[CH:7]=[CH:6][CH:5]=[CH:4][CH:3]=1. The catalyst class is: 1.